This data is from Catalyst prediction with 721,799 reactions and 888 catalyst types from USPTO. The task is: Predict which catalyst facilitates the given reaction. (1) Reactant: [CH3:1][C:2]1[C:7]([NH2:8])=[CH:6][CH:5]=[CH:4][C:3]=1[C:9]1[CH:14]=[CH:13][C:12]([C:15]([F:18])([F:17])[F:16])=[CH:11][CH:10]=1.[CH:19](=O)[CH2:20][CH2:21][CH3:22].C(O[BH-](OC(=O)C)OC(=O)C)(=O)C.[Na+].C(O)(=O)C. Product: [CH2:19]([NH:8][C:7]1[C:2]([CH3:1])=[C:3]([C:9]2[CH:14]=[CH:13][C:12]([C:15]([F:16])([F:17])[F:18])=[CH:11][CH:10]=2)[CH:4]=[CH:5][CH:6]=1)[CH2:20][CH2:21][CH3:22]. The catalyst class is: 2. (2) Reactant: CC(C[AlH]CC(C)C)C.[CH3:10][O:11][C:12]1[CH:26]=[CH:25][C:15]([CH2:16][O:17][C:18]([CH3:24])([CH3:23])[C:19](OC)=[O:20])=[CH:14][CH:13]=1.C(C(C(C([O-])=O)O)O)([O-])=O.[Na+].[Na+]. Product: [CH3:10][O:11][C:12]1[CH:26]=[CH:25][C:15]([CH2:16][O:17][C:18]([CH3:24])([CH3:23])[CH2:19][OH:20])=[CH:14][CH:13]=1. The catalyst class is: 11. (3) Reactant: [CH3:1][O:2][C:3]1[C:24]2[O:23][C:10]3[C:11](=[O:22])[N:12]([C@@H:14]([CH2:18][CH:19]([CH3:21])[CH3:20])[C:15]([OH:17])=O)[CH2:13][C:9]=3[CH2:8][C:7]=2[C:6]([O:25][CH3:26])=[CH:5][CH:4]=1.CN1CCOCC1.F[P-](F)(F)(F)(F)F.N1(OC(N(C)C)=[N+](C)C)[C:45]2N=CC=[CH:49][C:44]=2N=N1.[NH2:58][C:59]1[CH:64]=[CH:63][C:62]([Cl:65])=[CH:61][N:60]=1. Product: [Cl:65][C:62]1[CH:63]=[CH:64][C:59]([NH:58][C:15](=[O:17])[C@@H:14]([N:12]2[CH2:13][C:9]3[CH2:8][C:7]4[C:6]([O:25][CH3:26])=[CH:5][CH:4]=[C:3]([O:2][CH3:1])[C:24]=4[O:23][C:10]=3[C:11]2=[O:22])[CH2:18][CH:19]2[CH2:21][CH2:49][CH2:44][CH2:45][CH2:20]2)=[N:60][CH:61]=1. The catalyst class is: 30. (4) Reactant: [Cl:1][C:2]([Cl:51])([Cl:50])[CH2:3][O:4][C:5]([C@@H:7]1[CH2:12][CH2:11][CH2:10][N:9]([C:13](=[O:49])[C@@H:14]([NH:34][C:35](=[O:48])[C@@H:36]([NH:40]C(OC(C)(C)C)=O)[CH:37]([CH3:39])[CH3:38])[CH2:15][O:16][Si:17]([C:30]([CH3:33])([CH3:32])[CH3:31])([C:24]2[CH:29]=[CH:28][CH:27]=[CH:26][CH:25]=2)[C:18]2[CH:23]=[CH:22][CH:21]=[CH:20][CH:19]=2)[NH:8]1)=[O:6].FC(F)(F)S(O[Si](C)(C)C)(=O)=O.C(N(CC)C(C)C)(C)C. Product: [Cl:51][C:2]([Cl:1])([Cl:50])[CH2:3][O:4][C:5]([C@@H:7]1[CH2:12][CH2:11][CH2:10][N:9]([C:13](=[O:49])[C@@H:14]([NH:34][C:35](=[O:48])[C@@H:36]([NH2:40])[CH:37]([CH3:39])[CH3:38])[CH2:15][O:16][Si:17]([C:30]([CH3:32])([CH3:33])[CH3:31])([C:18]2[CH:23]=[CH:22][CH:21]=[CH:20][CH:19]=2)[C:24]2[CH:29]=[CH:28][CH:27]=[CH:26][CH:25]=2)[NH:8]1)=[O:6]. The catalyst class is: 4. (5) Reactant: [CH3:1][C:2]1[O:3][C:4]2[C:9]([C:10](=[O:12])[CH:11]=1)=[CH:8][CH:7]=[CH:6][C:5]=2[CH:13]=[C:14]([C:19](=O)[CH3:20])[C:15]([O:17][CH3:18])=[O:16].[NH2:22][C:23](=[CH:25][C:26](=[O:32])[CH2:27][CH2:28][CH:29]([CH3:31])[CH3:30])[CH3:24]. Product: [CH3:20][C:19]1[NH:22][C:23]([CH3:24])=[C:25]([C:26](=[O:32])[CH2:27][CH2:28][CH:29]([CH3:30])[CH3:31])[CH:13]([C:5]2[CH:6]=[CH:7][CH:8]=[C:9]3[C:4]=2[O:3][C:2]([CH3:1])=[CH:11][C:10]3=[O:12])[C:14]=1[C:15]([O:17][CH3:18])=[O:16]. The catalyst class is: 8. (6) Reactant: C(O[C:6](=[O:25])[NH:7][C@H:8]([CH:13]([C:15](=[O:24])[NH:16][CH2:17][C:18]1[CH:23]=[CH:22][CH:21]=[CH:20][CH:19]=1)[OH:14])[CH2:9][CH2:10][CH2:11][CH3:12])(C)(C)C.FC(F)(F)C(O)=O.C(N(CC)C(C)C)(C)C.[NH:42]1[C:50]2[C:45](=[CH:46][CH:47]=[CH:48][CH:49]=2)[C:44]([CH2:51][C@H:52]([NH:56][C:57](=[O:69])[C@@H:58]([NH:60][C:61]([C:63]2[CH:67]=[C:66]([CH3:68])[O:65][N:64]=2)=[O:62])[CH3:59])C(O)=O)=[CH:43]1.CN(C(ON1N=NC2C=CC=NC1=2)=[N+](C)C)C.F[P-](F)(F)(F)(F)F. Product: [CH2:17]([NH:16][C:15]([CH:13]([OH:14])[C@@H:8]([NH:7][C:6]([C@@H:52]([NH:56][C:57]([C@@H:58]([NH:60][C:61]([C:63]1[CH:67]=[C:66]([CH3:68])[O:65][N:64]=1)=[O:62])[CH3:59])=[O:69])[CH2:51][C:44]1[C:45]2[C:50](=[CH:49][CH:48]=[CH:47][CH:46]=2)[NH:42][CH:43]=1)=[O:25])[CH2:9][CH2:10][CH2:11][CH3:12])=[O:24])[C:18]1[CH:19]=[CH:20][CH:21]=[CH:22][CH:23]=1. The catalyst class is: 4. (7) Reactant: [CH3:1][C:2]1([CH3:12])[O:6][C@@H:5]([CH2:7][C:8](O)=[O:9])[C:4](=[O:11])[O:3]1.B. Product: [CH3:1][C:2]1([CH3:12])[O:6][C@@H:5]([CH2:7][CH2:8][OH:9])[C:4](=[O:11])[O:3]1. The catalyst class is: 1. (8) Reactant: Cl[C:2]1[N:3]=[CH:4][C:5]2[CH:11]=[CH:10][C:9](=[O:12])[N:8]([CH:13]([CH3:15])[CH3:14])[C:6]=2[N:7]=1.[CH3:16][O:17][C:18]1[CH:23]=[CH:22][C:21]([NH2:24])=[CH:20][CH:19]=1. Product: [CH:13]([N:8]1[C:6]2[N:7]=[C:2]([NH:24][C:21]3[CH:22]=[CH:23][C:18]([O:17][CH3:16])=[CH:19][CH:20]=3)[N:3]=[CH:4][C:5]=2[CH:11]=[CH:10][C:9]1=[O:12])([CH3:15])[CH3:14]. The catalyst class is: 22. (9) Reactant: C([N:9]1[C:13]2=[N:14][C:15]([Br:18])=[CH:16][CH:17]=[C:12]2[CH:11]=[CH:10]1)(=O)C1C=CC=CC=1.[OH-].[Na+]. Product: [Br:18][C:15]1[N:14]=[C:13]2[NH:9][CH:10]=[CH:11][C:12]2=[CH:17][CH:16]=1. The catalyst class is: 5.